This data is from Full USPTO retrosynthesis dataset with 1.9M reactions from patents (1976-2016). The task is: Predict the reactants needed to synthesize the given product. (1) Given the product [CH3:7][C:8]1[CH:13]=[C:12]([CH:21]([CH3:22])[C:20]([O:19][CH2:17][CH3:18])=[O:24])[CH:11]=[CH:10][C:9]=1[N+:14]([O-:16])=[O:15], predict the reactants needed to synthesize it. The reactants are: CC(C)([O-])C.[K+].[CH3:7][C:8]1[CH:13]=[CH:12][CH:11]=[CH:10][C:9]=1[N+:14]([O-:16])=[O:15].[CH2:17]([O:19][C:20](=[O:24])[CH:21](Cl)[CH3:22])[CH3:18].C([O-])(O)=O.[Na+]. (2) Given the product [Cl:1][C:2]1[CH:3]=[CH:4][C:5]([C:8]2[N:9]=[C:10]([C:13]3[CH:18]=[CH:17][CH:16]=[CH:15][CH:14]=3)[O:11][C:12]=2[CH:26]=[O:27])=[CH:6][CH:7]=1, predict the reactants needed to synthesize it. The reactants are: [Cl:1][C:2]1[CH:7]=[CH:6][C:5]([C:8]2[N:9]=[C:10]([C:13]3[CH:18]=[CH:17][CH:16]=[CH:15][CH:14]=3)[O:11][CH:12]=2)=[CH:4][CH:3]=1.P(Cl)(Cl)(Cl)=O.CN(C)[CH:26]=[O:27]. (3) Given the product [CH2:1]([O:3][CH:4]([CH2:10][C:11]1[CH:16]=[CH:15][C:14]([O:17][CH2:31][CH2:30][C:27]2[CH:26]=[CH:25][C:24]([O:23][S:20]([CH3:19])(=[O:21])=[O:22])=[CH:29][CH:28]=2)=[C:13]([CH3:18])[CH:12]=1)[C:5]([O:7][CH2:8][CH3:9])=[O:6])[CH3:2], predict the reactants needed to synthesize it. The reactants are: [CH2:1]([O:3][CH:4]([CH2:10][C:11]1[CH:16]=[CH:15][C:14]([OH:17])=[C:13]([CH3:18])[CH:12]=1)[C:5]([O:7][CH2:8][CH3:9])=[O:6])[CH3:2].[CH3:19][S:20]([O:23][C:24]1[CH:29]=[CH:28][C:27]([CH2:30][CH2:31]OS(C)(=O)=O)=[CH:26][CH:25]=1)(=[O:22])=[O:21].C(=O)([O-])[O-].[K+].[K+].